This data is from NCI-60 drug combinations with 297,098 pairs across 59 cell lines. The task is: Regression. Given two drug SMILES strings and cell line genomic features, predict the synergy score measuring deviation from expected non-interaction effect. (1) Drug 1: CC1C(C(CC(O1)OC2CC(OC(C2O)C)OC3=CC4=CC5=C(C(=O)C(C(C5)C(C(=O)C(C(C)O)O)OC)OC6CC(C(C(O6)C)O)OC7CC(C(C(O7)C)O)OC8CC(C(C(O8)C)O)(C)O)C(=C4C(=C3C)O)O)O)O. Synergy scores: CSS=85.9, Synergy_ZIP=4.81, Synergy_Bliss=4.24, Synergy_Loewe=-2.01, Synergy_HSA=5.87. Cell line: OVCAR3. Drug 2: B(C(CC(C)C)NC(=O)C(CC1=CC=CC=C1)NC(=O)C2=NC=CN=C2)(O)O. (2) Drug 1: C1CCN(CC1)CCOC2=CC=C(C=C2)C(=O)C3=C(SC4=C3C=CC(=C4)O)C5=CC=C(C=C5)O. Drug 2: CC12CCC(CC1=CCC3C2CCC4(C3CC=C4C5=CN=CC=C5)C)O. Cell line: KM12. Synergy scores: CSS=3.24, Synergy_ZIP=-2.16, Synergy_Bliss=3.34, Synergy_Loewe=-14.1, Synergy_HSA=-5.57. (3) Synergy scores: CSS=45.3, Synergy_ZIP=-0.0265, Synergy_Bliss=-0.787, Synergy_Loewe=1.22, Synergy_HSA=2.98. Drug 2: CC1C(C(CC(O1)OC2CC(CC3=C2C(=C4C(=C3O)C(=O)C5=CC=CC=C5C4=O)O)(C(=O)C)O)N)O. Cell line: T-47D. Drug 1: C1=CC(=C2C(=C1NCCNCCO)C(=O)C3=C(C=CC(=C3C2=O)O)O)NCCNCCO.